This data is from Reaction yield outcomes from USPTO patents with 853,638 reactions. The task is: Predict the reaction yield, written as a fraction of the theoretical maximum amount of product (1.0 means a 100% yield; for example, 0.34 means a 34% yield). (1) The reactants are [CH3:1][C:2]1([CH3:14])[C:6]([CH3:8])([CH3:7])[O:5][B:4]([C:9]2[CH:10]=[N:11][NH:12][CH:13]=2)[O:3]1.[H-].[Na+].[CH2:17](Br)[CH2:18][C:19]1[CH:24]=[CH:23][CH:22]=[CH:21][CH:20]=1. The catalyst is CN(C=O)C. The product is [CH2:17]([N:12]1[CH:13]=[C:9]([B:4]2[O:5][C:6]([CH3:7])([CH3:8])[C:2]([CH3:14])([CH3:1])[O:3]2)[CH:10]=[N:11]1)[CH2:18][C:19]1[CH:24]=[CH:23][CH:22]=[CH:21][CH:20]=1. The yield is 0.435. (2) The reactants are [CH:1]1([C:5]2[C:13]([C:14]3[NH:18][C:17]([O:19][CH3:20])=[N:16][N:15]=3)=[CH:12][C:8]([C:9]([OH:11])=O)=[C:7]([CH3:21])[CH:6]=2)[CH2:4][CH2:3][CH2:2]1.CCN(C(C)C)C(C)C.C1C=CC2N(O)N=NC=2C=1.CCN=C=NCCCN(C)C.Cl.[NH:53]1[CH2:58][CH2:57][CH:56]([C:59]2[CH:66]=[CH:65][C:62]([C:63]#[N:64])=[CH:61][CH:60]=2)[CH2:55][CH2:54]1. The catalyst is CN(C)C=O.C(OCC)(=O)C. The product is [CH:1]1([C:5]2[C:13]([C:14]3[NH:18][C:17]([O:19][CH3:20])=[N:16][N:15]=3)=[CH:12][C:8]([C:9]([N:53]3[CH2:58][CH2:57][CH:56]([C:59]4[CH:66]=[CH:65][C:62]([C:63]#[N:64])=[CH:61][CH:60]=4)[CH2:55][CH2:54]3)=[O:11])=[C:7]([CH3:21])[CH:6]=2)[CH2:2][CH2:3][CH2:4]1. The yield is 0.220. (3) The reactants are [CH3:1][CH:2]1[O:7][C:6]2[CH:8]=[CH:9][C:10]([O:12][CH:13]3[CH2:18][CH2:17][NH:16][CH2:15][CH2:14]3)=[CH:11][C:5]=2[NH:4][C:3]1=[O:19].C([O-])([O-])=O.[K+].[K+].F[C:27]1[CH:36]=[CH:35][C:30]([C:31]([NH:33][CH3:34])=[O:32])=[CH:29][CH:28]=1. The catalyst is CS(C)=O. The product is [CH3:34][NH:33][C:31](=[O:32])[C:30]1[CH:35]=[CH:36][C:27]([N:16]2[CH2:17][CH2:18][CH:13]([O:12][C:10]3[CH:9]=[CH:8][C:6]4[O:7][CH:2]([CH3:1])[C:3](=[O:19])[NH:4][C:5]=4[CH:11]=3)[CH2:14][CH2:15]2)=[CH:28][CH:29]=1. The yield is 0.229.